Predict which catalyst facilitates the given reaction. From a dataset of Catalyst prediction with 721,799 reactions and 888 catalyst types from USPTO. (1) Product: [CH2:15]([O:17][CH:18]=[CH:19][C:20]([NH:6][C:5]1[CH:7]=[CH:8][C:2]([I:1])=[CH:3][CH:4]=1)=[O:21])[CH3:16]. Reactant: [I:1][C:2]1[CH:8]=[CH:7][C:5]([NH2:6])=[CH:4][CH:3]=1.N1C=CC=CC=1.[CH2:15]([O:17][CH:18]=[CH:19][C:20](Cl)=[O:21])[CH3:16]. The catalyst class is: 2. (2) The catalyst class is: 45. Product: [CH3:15][O:13][C:10]1[CH:9]=[CH:8][C:7]([C:2]2[CH:3]=[CH:4][CH:5]=[CH:6][N:1]=2)=[CH:12][N:11]=1. Reactant: [N:1]1[CH:6]=[CH:5][CH:4]=[CH:3][C:2]=1[C:7]1[CH:8]=[CH:9][C:10](=[O:13])[NH:11][CH:12]=1.Br[C:15]1C=CC(OC)=NC=1.N1C=CC=CC=1B(O)O. (3) Reactant: Cl[C:2]1[N:7]=[C:6]([N:8]2[CH2:13][CH2:12][N:11]([CH2:14][C:15]([NH2:17])=[O:16])[CH2:10][CH2:9]2)[C:5]([CH2:18][O:19][C:20]2[CH:25]=[C:24]([CH:26]([CH3:28])[CH3:27])[CH:23]=[CH:22][C:21]=2[CH3:29])=[C:4]([CH3:30])[N:3]=1.[CH3:31][C:32]1[CH:37]=[CH:36][CH:35]=[C:34]([CH3:38])[C:33]=1B(O)O.C(=O)([O-])[O-].[Na+].[Na+]. Product: [CH3:31][C:32]1[CH:37]=[CH:36][CH:35]=[C:34]([CH3:38])[C:33]=1[C:2]1[N:7]=[C:6]([N:8]2[CH2:13][CH2:12][N:11]([CH2:14][C:15]([NH2:17])=[O:16])[CH2:10][CH2:9]2)[C:5]([CH2:18][O:19][C:20]2[CH:25]=[C:24]([CH:26]([CH3:28])[CH3:27])[CH:23]=[CH:22][C:21]=2[CH3:29])=[C:4]([CH3:30])[N:3]=1. The catalyst class is: 12. (4) Product: [NH:1]1[C:5]2=[N:6][CH:7]=[CH:8][CH:9]=[C:4]2[CH:3]=[C:2]1[C:10]1[N:11]([N:50]([CH:53]2[CH2:54][CH2:55]2)[CH2:51][CH:52]=[O:35])[CH:12]=[CH:13][CH:14]=1. The catalyst class is: 9. Reactant: [NH:1]1[C:5]2=[N:6][CH:7]=[CH:8][CH:9]=[C:4]2[CH:3]=[C:2]1[C:10]1[N:11](CC(O)=O)[CH:12]=[CH:13][CH:14]=1.F[P-](F)(F)(F)(F)F.N1([O:35]C(N(C)C)=[N+](C)C)C2C=CC=CC=2N=N1.C1(N)CC1.C([N:50]([CH:53]([CH3:55])[CH3:54])[CH2:51][CH3:52])(C)C.